From a dataset of Reaction yield outcomes from USPTO patents with 853,638 reactions. Predict the reaction yield, written as a fraction of the theoretical maximum amount of product (1.0 means a 100% yield; for example, 0.34 means a 34% yield). The reactants are C(OC([N:8]1[CH2:16][C:15]2[C:10](=[CH:11][CH:12]=[C:13]([C:17]3[C:25]4[C:20](=[CH:21][C:22]([F:26])=[CH:23][CH:24]=4)[N:19](C(OC(C)(C)C)=O)[CH:18]=3)[CH:14]=2)[CH2:9]1)=O)(C)(C)C.C(O)(C(F)(F)F)=O. The catalyst is C(Cl)Cl. The product is [F:26][C:22]1[CH:21]=[C:20]2[C:25]([C:17]([C:13]3[CH:14]=[C:15]4[C:10](=[CH:11][CH:12]=3)[CH2:9][NH:8][CH2:16]4)=[CH:18][NH:19]2)=[CH:24][CH:23]=1. The yield is 0.150.